From a dataset of Forward reaction prediction with 1.9M reactions from USPTO patents (1976-2016). Predict the product of the given reaction. (1) Given the reactants [Cl:1][C:2]1[C:7]([C:8]#[N:9])=[CH:6][N:5]=[C:4]([CH3:10])[C:3]=1[I:11].[CH3:12][Si]([N-][Si](C)(C)C)(C)C.[Li+].IC, predict the reaction product. The product is: [Cl:1][C:2]1[C:7]([C:8]#[N:9])=[CH:6][N:5]=[C:4]([CH2:10][CH3:12])[C:3]=1[I:11]. (2) Given the reactants [H-].[Na+].C(OP([CH2:11][C:12]([O:14][CH2:15][CH3:16])=[O:13])(OCC)=O)C.[CH:17]([C:19]1[CH:20]=[C:21]([CH:31]=[CH:32][CH:33]=1)[CH2:22][NH:23][C:24](=[O:30])[O:25][C:26]([CH3:29])([CH3:28])[CH3:27])=O.O, predict the reaction product. The product is: [C:26]([O:25][C:24]([NH:23][CH2:22][C:21]1[CH:20]=[C:19]([CH:33]=[CH:32][CH:31]=1)[CH:17]=[CH:11][C:12]([O:14][CH2:15][CH3:16])=[O:13])=[O:30])([CH3:29])([CH3:27])[CH3:28]. (3) The product is: [F:1][CH:2]([F:5])[CH2:3][O:4][C:7]1[CH:8]=[CH:9][C:10]([N+:17]([O-:19])=[O:18])=[C:11]([CH:16]=1)[C:12]([O:14][CH3:15])=[O:13]. Given the reactants [F:1][CH:2]([F:5])[CH2:3][OH:4].F[C:7]1[CH:8]=[CH:9][C:10]([N+:17]([O-:19])=[O:18])=[C:11]([CH:16]=1)[C:12]([O:14][CH3:15])=[O:13].CCN(CC)CC.C(N1CCN2CCN(CC(C)C)P1N(CC(C)C)CC2)C(C)C, predict the reaction product. (4) Given the reactants C[Al](C)C.[C:5](=[N:18][NH2:19])([C:12]1[CH:17]=[CH:16][CH:15]=[CH:14][CH:13]=1)[C:6]1[CH:11]=[CH:10][CH:9]=[CH:8][CH:7]=1.[CH3:20][O:21][C:22]1[CH:23]=[C:24]([CH:28]2[CH2:32][O:31][C:30](=[O:33])[CH2:29]2)[CH:25]=[CH:26][CH:27]=1.[OH-].[Na+], predict the reaction product. The product is: [C:5](=[N:18][NH:19][C:30](=[O:33])[CH2:29][CH:28]([C:24]1[CH:25]=[CH:26][CH:27]=[C:22]([O:21][CH3:20])[CH:23]=1)[CH2:32][OH:31])([C:12]1[CH:13]=[CH:14][CH:15]=[CH:16][CH:17]=1)[C:6]1[CH:11]=[CH:10][CH:9]=[CH:8][CH:7]=1. (5) Given the reactants [Br:1][C:2]1[S:6][C:5]([S:7](Cl)(=[O:9])=[O:8])=[CH:4][CH:3]=1.[NH:11]1[CH2:15][CH2:14][CH2:13][CH2:12]1.C(=O)([O-])[O-].[K+].[K+].C(OCC)(=O)C, predict the reaction product. The product is: [Br:1][C:2]1[S:6][C:5]([S:7]([N:11]2[CH2:15][CH2:14][CH2:13][CH2:12]2)(=[O:9])=[O:8])=[CH:4][CH:3]=1. (6) Given the reactants Br[C:2]1[CH:7]=[CH:6][C:5]([C@@H:8]2[CH2:13][CH2:12][CH2:11][CH2:10][N:9]2[C:14]([O:16][CH2:17][C:18]2[CH:23]=[CH:22][CH:21]=[CH:20][CH:19]=2)=[O:15])=[CH:4][C:3]=1[F:24].C(N(CC)CC)C.[C]=O, predict the reaction product. The product is: [F:24][C:3]1[CH:4]=[C:5]([C@@H:8]2[CH2:13][CH2:12][CH2:11][CH2:10][N:9]2[C:14]([O:16][CH2:17][C:18]2[CH:23]=[CH:22][CH:21]=[CH:20][CH:19]=2)=[O:15])[CH:6]=[CH:7][C:2]=1[C:14]([O:16][CH3:17])=[O:15]. (7) The product is: [CH2:14]([C@H:13]1[NH:4][CH2:1][CH2:10][N:11]([C:29]2[N:30]([CH2:33][C:34]([F:35])([F:37])[F:36])[C:31]3[C:27]([N:28]=2)=[C:26]([N:39]2[CH2:40][CH2:41][O:42][CH2:43][CH2:44]2)[N:25]=[C:24]([C:21]2[CH:22]=[N:23][C:18]([NH2:17])=[N:19][CH:20]=2)[N:32]=3)[CH2:12]1)[CH3:15]. Given the reactants [CH:1]([N:4](C(C)C)CC)(C)C.[CH3:10][N:11]1[CH2:15][CH2:14][CH2:13][C:12]1=O.[NH2:17][C:18]1[N:23]=[CH:22][C:21]([C:24]2[N:32]=[C:31]3[C:27]([N:28]=[C:29](Cl)[N:30]3[CH2:33][C:34]([F:37])([F:36])[F:35])=[C:26]([N:39]3[CH2:44][CH2:43][O:42][CH2:41][CH2:40]3)[N:25]=2)=[CH:20][N:19]=1, predict the reaction product. (8) Given the reactants [CH:1]1([NH:4][C:5]([C:7]2[CH:12]=[CH:11][C:10]([C:13]3[N:17]4[CH:18]=[C:19]([O:36][C:37]5[CH:42]=[CH:41][CH:40]=[C:39]([F:43])[CH:38]=5)[CH:20]=[C:21]([N:22]([CH2:30][CH2:31][C:32]([F:35])([F:34])[F:33])C(=O)OC(C)(C)C)[C:16]4=[N:15][CH:14]=3)=[CH:9][C:8]=2[CH3:44])=[O:6])[CH2:3][CH2:2]1.FC(F)(F)C(O)=O, predict the reaction product. The product is: [CH:1]1([NH:4][C:5](=[O:6])[C:7]2[CH:12]=[CH:11][C:10]([C:13]3[N:17]4[CH:18]=[C:19]([O:36][C:37]5[CH:42]=[CH:41][CH:40]=[C:39]([F:43])[CH:38]=5)[CH:20]=[C:21]([NH:22][CH2:30][CH2:31][C:32]([F:35])([F:34])[F:33])[C:16]4=[N:15][CH:14]=3)=[CH:9][C:8]=2[CH3:44])[CH2:2][CH2:3]1. (9) The product is: [Cl:1][C:2]1[CH:3]=[C:4]([CH:17]=[CH:18][C:19]=1[O:20][CH2:21][C:22]1[CH:27]=[CH:26][CH:25]=[CH:24][N:23]=1)[NH:5][C:6]1[C:15]2[C:10](=[CH:11][CH:12]=[CH:13][C:14]=2[O:33][CH:31]([CH3:32])[CH2:30][N:29]([CH3:34])[CH3:28])[N:9]=[CH:8][N:7]=1. Given the reactants [Cl:1][C:2]1[CH:3]=[C:4]([CH:17]=[CH:18][C:19]=1[O:20][CH2:21][C:22]1[CH:27]=[CH:26][CH:25]=[CH:24][N:23]=1)[NH:5][C:6]1[C:15]2[C:10](=[CH:11][CH:12]=[CH:13][C:14]=2F)[N:9]=[CH:8][N:7]=1.[CH3:28][N:29]([CH3:34])[CH2:30][CH:31]([OH:33])[CH3:32], predict the reaction product. (10) Given the reactants [Cl:1][C:2]1[CH:7]=[C:6]([Cl:8])[CH:5]=[CH:4][C:3]=1[CH2:9][NH2:10].[F:11][C:12]([F:18])([F:17])[CH2:13][C:14](O)=[O:15].N1C=CC=CC=1.P(Cl)(Cl)(Cl)=O, predict the reaction product. The product is: [Cl:1][C:2]1[CH:7]=[C:6]([Cl:8])[CH:5]=[CH:4][C:3]=1[CH2:9][NH:10][C:14](=[O:15])[CH2:13][C:12]([F:18])([F:17])[F:11].